Dataset: NCI-60 drug combinations with 297,098 pairs across 59 cell lines. Task: Regression. Given two drug SMILES strings and cell line genomic features, predict the synergy score measuring deviation from expected non-interaction effect. (1) Synergy scores: CSS=-8.60, Synergy_ZIP=10.0, Synergy_Bliss=11.6, Synergy_Loewe=-4.50, Synergy_HSA=-3.00. Cell line: M14. Drug 2: C1CC(=O)NC(=O)C1N2C(=O)C3=CC=CC=C3C2=O. Drug 1: C1=CN(C=N1)CC(O)(P(=O)(O)O)P(=O)(O)O. (2) Drug 1: CC1C(C(CC(O1)OC2CC(CC3=C2C(=C4C(=C3O)C(=O)C5=C(C4=O)C(=CC=C5)OC)O)(C(=O)CO)O)N)O.Cl. Drug 2: CC12CCC3C(C1CCC2OP(=O)(O)O)CCC4=C3C=CC(=C4)OC(=O)N(CCCl)CCCl.[Na+]. Cell line: SK-OV-3. Synergy scores: CSS=-3.44, Synergy_ZIP=1.14, Synergy_Bliss=0.958, Synergy_Loewe=-2.37, Synergy_HSA=-2.03. (3) Drug 1: CN(CCCl)CCCl.Cl. Drug 2: C1C(C(OC1N2C=NC3=C2NC=NCC3O)CO)O. Cell line: NCIH23. Synergy scores: CSS=16.9, Synergy_ZIP=-9.02, Synergy_Bliss=-2.41, Synergy_Loewe=-8.32, Synergy_HSA=-4.46. (4) Drug 1: COC1=C2C(=CC3=C1OC=C3)C=CC(=O)O2. Drug 2: C1C(C(OC1N2C=NC(=NC2=O)N)CO)O. Cell line: NCIH23. Synergy scores: CSS=-6.49, Synergy_ZIP=0.809, Synergy_Bliss=-4.51, Synergy_Loewe=-11.9, Synergy_HSA=-8.42. (5) Drug 1: C1=NC2=C(N1)C(=S)N=C(N2)N. Drug 2: C1CN(P(=O)(OC1)NCCCl)CCCl. Cell line: HS 578T. Synergy scores: CSS=21.8, Synergy_ZIP=0.535, Synergy_Bliss=0.855, Synergy_Loewe=-34.1, Synergy_HSA=-0.210. (6) Synergy scores: CSS=30.3, Synergy_ZIP=7.43, Synergy_Bliss=11.5, Synergy_Loewe=11.7, Synergy_HSA=11.6. Cell line: MDA-MB-435. Drug 2: COC1=C(C=C2C(=C1)N=CN=C2NC3=CC(=C(C=C3)F)Cl)OCCCN4CCOCC4. Drug 1: CC12CCC(CC1=CCC3C2CCC4(C3CC=C4C5=CN=CC=C5)C)O. (7) Drug 1: CC1OCC2C(O1)C(C(C(O2)OC3C4COC(=O)C4C(C5=CC6=C(C=C35)OCO6)C7=CC(=C(C(=C7)OC)O)OC)O)O. Drug 2: CN1C2=C(C=C(C=C2)N(CCCl)CCCl)N=C1CCCC(=O)O.Cl. Cell line: MCF7. Synergy scores: CSS=27.4, Synergy_ZIP=-11.7, Synergy_Bliss=-2.63, Synergy_Loewe=-7.81, Synergy_HSA=0.560.